From a dataset of Full USPTO retrosynthesis dataset with 1.9M reactions from patents (1976-2016). Predict the reactants needed to synthesize the given product. (1) The reactants are: C([C:3]1[CH:22]=[CH:21][C:6]([O:7][CH:8]2[CH2:13][CH2:12][N:11]([C:14]([O:16][C:17]([CH3:20])([CH3:19])[CH3:18])=[O:15])[CH2:10][CH2:9]2)=[CH:5][CH:4]=1)=O.[C:23](O)(=O)[CH2:24][C:25]([OH:27])=[O:26].N1CCCCC1. Given the product [C:17]([O:16][C:14]([N:11]1[CH2:12][CH2:13][CH:8]([O:7][C:6]2[CH:21]=[CH:22][C:3]([CH:23]=[CH:24][C:25]([OH:27])=[O:26])=[CH:4][CH:5]=2)[CH2:9][CH2:10]1)=[O:15])([CH3:19])([CH3:18])[CH3:20], predict the reactants needed to synthesize it. (2) Given the product [CH2:26]([C@H:2]([NH:1][C:47](=[O:48])[C@H:33]([CH:34]([C:35]1[CH:36]=[CH:37][CH:38]=[CH:39][CH:40]=1)[C:41]1[CH:42]=[CH:43][CH:44]=[CH:45][CH:46]=1)[NH:32][C:30]([O:29][CH3:28])=[O:31])[CH2:3][CH2:4][CH2:5][C@H:6]([N:9]([S:10]([C:13]1[CH:14]=[CH:15][C:16]([CH2:19][OH:20])=[CH:17][CH:18]=1)(=[O:12])=[O:11])[CH2:21][CH2:22][CH:23]([CH3:24])[CH3:25])[CH2:7][OH:8])[CH3:27], predict the reactants needed to synthesize it. The reactants are: [NH2:1][C@@H:2]([CH2:26][CH3:27])[CH2:3][CH2:4][CH2:5][C@H:6]([N:9]([CH2:21][CH2:22][CH:23]([CH3:25])[CH3:24])[S:10]([C:13]1[CH:18]=[CH:17][C:16]([CH2:19][OH:20])=[CH:15][CH:14]=1)(=[O:12])=[O:11])[CH2:7][OH:8].[CH3:28][O:29][C:30]([NH:32][C@H:33]([C:47](O)=[O:48])[CH:34]([C:41]1[CH:46]=[CH:45][CH:44]=[CH:43][CH:42]=1)[C:35]1[CH:40]=[CH:39][CH:38]=[CH:37][CH:36]=1)=[O:31].C(Cl)CCl.C1C=NC2N(O)N=NC=2C=1. (3) Given the product [C:23]([O:27][C:28]([N:30]([CH2:31][C:32](=[O:34])[NH:51][C@@H:52]([C:77]([CH3:80])([CH3:79])[CH3:78])[C:53]([N:55]1[CH2:59][C@H:58]([OH:60])[CH2:57][C@H:56]1[C:61](=[O:62])[NH:63][CH2:64][C:65]1[CH:66]=[CH:67][C:68]([C:71]2[S:75][CH:74]=[N:73][C:72]=2[CH3:76])=[CH:69][CH:70]=1)=[O:54])[CH2:35][CH2:36][CH2:37][CH2:38][CH2:39][O:40][C:41]1[CH:42]=[CH:43][C:44]([C:47]([O:49][CH3:50])=[O:48])=[CH:45][CH:46]=1)=[O:29])([CH3:26])([CH3:25])[CH3:24], predict the reactants needed to synthesize it. The reactants are: CN(C(ON1N=NC2C=CC=CC1=2)=[N+](C)C)C.[B-](F)(F)(F)F.[C:23]([O:27][C:28]([N:30]([CH2:35][CH2:36][CH2:37][CH2:38][CH2:39][O:40][C:41]1[CH:46]=[CH:45][C:44]([C:47]([O:49][CH3:50])=[O:48])=[CH:43][CH:42]=1)[CH2:31][C:32]([OH:34])=O)=[O:29])([CH3:26])([CH3:25])[CH3:24].[NH2:51][C@@H:52]([C:77]([CH3:80])([CH3:79])[CH3:78])[C:53]([N:55]1[CH2:59][C@H:58]([OH:60])[CH2:57][C@H:56]1[C:61]([NH:63][CH2:64][C:65]1[CH:70]=[CH:69][C:68]([C:71]2[S:75][CH:74]=[N:73][C:72]=2[CH3:76])=[CH:67][CH:66]=1)=[O:62])=[O:54].CCN(C(C)C)C(C)C. (4) Given the product [O:31]1[C:35]2[CH:36]=[CH:37][C:38]([CH2:40][NH:41][C:42]([N:21]3[CH2:20][CH2:19][N:18]([C:17]4[C:6]5[C:5]6[C:9](=[CH:10][C:11]([O:12][CH3:13])=[C:3]([O:2][CH3:1])[CH:4]=6)[NH:8][C:7]=5[N:14]=[CH:15][N:16]=4)[CH2:23][CH2:22]3)=[S:43])=[CH:39][C:34]=2[O:33][CH2:32]1, predict the reactants needed to synthesize it. The reactants are: [CH3:1][O:2][C:3]1[CH:4]=[C:5]2[C:9](=[CH:10][C:11]=1[O:12][CH3:13])[NH:8][C:7]1[N:14]=[CH:15][N:16]=[C:17]([N:18]3[CH2:23][CH2:22][NH:21][CH2:20][CH2:19]3)[C:6]2=1.N1C=CC=CC=1.[Cl-].[O:31]1[C:35]2[CH:36]=[CH:37][C:38]([CH2:40][NH:41][CH:42]=[S:43])=[CH:39][C:34]=2[O:33][CH2:32]1.CO.